The task is: Predict the reaction yield, written as a fraction of the theoretical maximum amount of product (1.0 means a 100% yield; for example, 0.34 means a 34% yield).. This data is from Reaction yield outcomes from USPTO patents with 853,638 reactions. (1) The reactants are [Br:1][CH2:2][C:3]([O:5][C:6]([C:9]1[CH:14]=[CH:13][CH:12]=[CH:11][CH:10]=1)([CH3:8])[CH3:7])=[O:4].[I-].[OH:16][C:17]1[C:22]([CH3:23])=[CH:21][C:20]([S+:24]2[C:28]3[CH:29]=[CH:30][CH:31]=[CH:32][C:27]=3[C:26]3[CH:33]=[CH:34][CH:35]=[CH:36][C:25]2=3)=[CH:19][C:18]=1[CH3:37].C(=O)([O-])[O-].[Cs+].[Cs+]. The catalyst is CN(C=O)C.O. The product is [Br-:1].[CH3:37][C:18]1[CH:19]=[C:20]([S+:24]2[C:25]3[CH:36]=[CH:35][CH:34]=[CH:33][C:26]=3[C:27]3[CH:32]=[CH:31][CH:30]=[CH:29][C:28]2=3)[CH:21]=[C:22]([CH3:23])[C:17]=1[O:16][CH2:2][C:3](=[O:4])[O:5][C:6]([C:9]1[CH:14]=[CH:13][CH:12]=[CH:11][CH:10]=1)([CH3:8])[CH3:7]. The yield is 0.970. (2) The reactants are [CH2:1]([O:3][C:4](=[O:26])[C@@H:5]([CH2:12][C:13]1[CH:18]=[CH:17][C:16]([NH2:19])=[C:15]([CH3:20])[C:14]=1[CH2:21][O:22][C:23](=[O:25])[CH3:24])[CH2:6][C:7]([O:9][CH2:10][CH3:11])=[O:8])[CH3:2].C([O-])(=O)C.[Na+].[Br:32]Br.S([O-])([O-])(=O)=S.[Na+].[Na+]. The catalyst is C(O)(=O)C. The product is [CH2:1]([O:3][C:4](=[O:26])[C@@H:5]([CH2:12][C:13]1[CH:18]=[C:17]([Br:32])[C:16]([NH2:19])=[C:15]([CH3:20])[C:14]=1[CH2:21][O:22][C:23](=[O:25])[CH3:24])[CH2:6][C:7]([O:9][CH2:10][CH3:11])=[O:8])[CH3:2]. The yield is 0.770.